This data is from Forward reaction prediction with 1.9M reactions from USPTO patents (1976-2016). The task is: Predict the product of the given reaction. (1) Given the reactants [F:1][C:2]1[CH:7]=[C:6]([F:8])[CH:5]=[CH:4][C:3]=1[N:9]1[CH2:14][CH2:13][NH:12][CH2:11][CH2:10]1.Cl[CH2:16][C:17]1[CH:22]=[CH:21][C:20]([CH:23]([NH:26][C:27](=[O:29])[CH3:28])[CH2:24][CH3:25])=[CH:19][CH:18]=1, predict the reaction product. The product is: [F:1][C:2]1[CH:7]=[C:6]([F:8])[CH:5]=[CH:4][C:3]=1[N:9]1[CH2:10][CH2:11][N:12]([CH2:16][C:17]2[CH:18]=[CH:19][C:20]([CH:23]([NH:26][C:27](=[O:29])[CH3:28])[CH2:24][CH3:25])=[CH:21][CH:22]=2)[CH2:13][CH2:14]1. (2) Given the reactants [CH3:1][Si:2]([CH3:13])([CH3:12])[C:3]#[C:4][C:5]1[CH:11]=[CH:10][C:8](N)=[CH:7][CH:6]=1.Cl.N([O-])=O.[Na+].[CH-:19]1[CH:23]=[CH:22][CH:21]=[CH:20]1.[CH-:24]1[CH:28]=[CH:27][CH:26]=[CH:25]1.[Fe+2:29], predict the reaction product. The product is: [CH3:1][Si:2]([CH3:13])([CH3:12])[C:3]#[C:4][C:5]1[CH:11]=[CH:10][C:8]([C-:19]2[CH:23]=[CH:22][CH:21]=[CH:20]2)=[CH:7][CH:6]=1.[CH-:24]1[CH:28]=[CH:27][CH:26]=[CH:25]1.[Fe+2:29]. (3) Given the reactants [O:1]([C:8]1[CH:9]=[C:10]([CH:14]=[CH:15][CH:16]=1)[C:11]([OH:13])=O)[C:2]1[CH:7]=[CH:6][CH:5]=[CH:4][CH:3]=1.[N:17]([C@@H:20]1[C@H:24]2[O:25][CH2:26][C@H:27]([NH2:28])[C@H:23]2[O:22][CH2:21]1)=[N+:18]=[N-:19], predict the reaction product. The product is: [N:17]([C@@H:20]1[C@H:24]2[O:25][CH2:26][C@H:27]([NH:28][C:11](=[O:13])[C:10]3[CH:14]=[CH:15][CH:16]=[C:8]([O:1][C:2]4[CH:3]=[CH:4][CH:5]=[CH:6][CH:7]=4)[CH:9]=3)[C@H:23]2[O:22][CH2:21]1)=[N+:18]=[N-:19]. (4) Given the reactants C(OC([NH:8][CH2:9][CH2:10][NH:11][C:12]([C:14]1[N:15]([C:34]2[CH:39]=[CH:38][C:37]([O:40][CH:41]([CH3:43])[CH3:42])=[CH:36][CH:35]=2)[C:16]2[C:21](C=1)=[CH:20][C:19]([O:23][C:24]1[CH:29]=[CH:28][C:27]([C:30]([F:33])([F:32])[F:31])=[CH:26][N:25]=1)=[CH:18][CH:17]=2)=[O:13])=O)CCC.[C:44]([O-:47])(O)=[O:45].[Na+].[CH2:49]([Cl:51])Cl, predict the reaction product. The product is: [C:27]([O:47][C:44]([NH:8][CH2:9][CH2:10][NH:11][C:12]([C:14]1[N:15]([C:34]2[CH:35]=[CH:36][C:37]([O:40][CH:41]([CH3:43])[CH3:42])=[CH:38][CH:39]=2)[C:16]2[C:21]([C:49]=1[Cl:51])=[CH:20][C:19]([O:23][C:24]1[CH:29]=[CH:28][C:27]([C:30]([F:32])([F:31])[F:33])=[CH:26][N:25]=1)=[CH:18][CH:17]=2)=[O:13])=[O:45])([CH3:30])([CH3:28])[CH3:26]. (5) Given the reactants OO.C([C@@H]1COC(=O)N1[C:16](=[O:34])[C@@H:17]([C:27]1[CH:32]=[CH:31][C:30]([Cl:33])=[CH:29][CH:28]=1)[CH2:18][NH:19][C:20](=[O:26])[O:21][C:22]([CH3:25])([CH3:24])[CH3:23])C1C=CC=CC=1.C[O:36]C1C=C(OC)C=CC=1C=O.[O-]S([O-])=O.[Na+].[Na+], predict the reaction product. The product is: [C:22]([O:21][C:20]([NH:19][CH2:18][C@H:17]([C:27]1[CH:28]=[CH:29][C:30]([Cl:33])=[CH:31][CH:32]=1)[C:16]([OH:34])=[O:36])=[O:26])([CH3:23])([CH3:24])[CH3:25].